Dataset: TCR-epitope binding with 47,182 pairs between 192 epitopes and 23,139 TCRs. Task: Binary Classification. Given a T-cell receptor sequence (or CDR3 region) and an epitope sequence, predict whether binding occurs between them. (1) The epitope is KPLEFGATSAAL. Result: 1 (the TCR binds to the epitope). The TCR CDR3 sequence is CASSLAGTGRNYEQYF. (2) The epitope is ATVVIGTSK. The TCR CDR3 sequence is CASSKGLAEFTDTQYF. Result: 0 (the TCR does not bind to the epitope). (3) The epitope is RAKFKQLL. The TCR CDR3 sequence is CASSRGQGSADTQYF. Result: 0 (the TCR does not bind to the epitope).